From a dataset of Forward reaction prediction with 1.9M reactions from USPTO patents (1976-2016). Predict the product of the given reaction. (1) Given the reactants [Br:1]N1C(=O)CCC1=O.C(=O)([O-])[O-].[K+].[K+].[CH3:15][O:16][C:17]([CH:19]=P(C1C=CC=CC=1)(C1C=CC=CC=1)C1C=CC=CC=1)=[O:18].[C:39]([O:43][C:44]([NH:46][C@H:47]([CH:51]=O)[CH:48]([CH3:50])[CH3:49])=[O:45])([CH3:42])([CH3:41])[CH3:40], predict the reaction product. The product is: [Br:1]/[C:19](=[CH:51]\[CH:47]([NH:46][C:44]([O:43][C:39]([CH3:40])([CH3:41])[CH3:42])=[O:45])[CH:48]([CH3:49])[CH3:50])/[C:17]([O:16][CH3:15])=[O:18]. (2) The product is: [CH3:25][N:26]([CH3:28])/[CH:27]=[CH:2]/[C:1]([C:4]1[N:8]([CH2:9][C:10]2[CH:15]=[CH:14][CH:13]=[C:12]([O:16][CH3:17])[CH:11]=2)[N:7]=[C:6]([C:18]([O:20][CH2:21][CH3:22])=[O:19])[CH:5]=1)=[O:3]. Given the reactants [C:1]([C:4]1[N:8]([CH2:9][C:10]2[CH:15]=[CH:14][CH:13]=[C:12]([O:16][CH3:17])[CH:11]=2)[N:7]=[C:6]([C:18]([O:20][CH2:21][CH3:22])=[O:19])[CH:5]=1)(=[O:3])[CH3:2].CO[CH:25](OC)[N:26]([CH3:28])[CH3:27], predict the reaction product. (3) Given the reactants Br[C:2]1[CH:7]=[CH:6][CH:5]=[CH:4][CH:3]=1.[NH2:8][C:9]1[CH:14]=[CH:13][C:12]([Cl:15])=[CH:11][C:10]=1[O:16][CH3:17].NC1C=CN=CC=1, predict the reaction product. The product is: [Cl:15][C:12]1[CH:13]=[CH:14][C:9]([NH:8][C:2]2[CH:7]=[CH:6][CH:5]=[CH:4][CH:3]=2)=[C:10]([O:16][CH3:17])[CH:11]=1.